Dataset: TCR-epitope binding with 47,182 pairs between 192 epitopes and 23,139 TCRs. Task: Binary Classification. Given a T-cell receptor sequence (or CDR3 region) and an epitope sequence, predict whether binding occurs between them. (1) The epitope is QVPLRPMTYK. The TCR CDR3 sequence is CASWVGGREDSAQHF. Result: 0 (the TCR does not bind to the epitope). (2) The epitope is VLWAHGFEL. The TCR CDR3 sequence is CASSLVTDLNTEAFF. Result: 0 (the TCR does not bind to the epitope).